This data is from Full USPTO retrosynthesis dataset with 1.9M reactions from patents (1976-2016). The task is: Predict the reactants needed to synthesize the given product. (1) The reactants are: [F:1][C:2]1([F:13])[O:6][C:5]2[CH:7]=[C:8]([F:12])[C:9]([NH2:11])=[CH:10][C:4]=2[O:3]1.[N:14]([O-])=O.[Na+].[CH3:18][O:19][CH2:20][C:21](=[O:27])[CH2:22][C:23]([O:25][CH3:26])=[O:24].CC([O-])=O.[Na+]. Given the product [CH3:18][O:19][CH2:20][C:21](=[O:27])[C:22](=[N:14][NH:11][C:9]1[C:8]([F:12])=[CH:7][C:5]2[O:6][C:2]([F:1])([F:13])[O:3][C:4]=2[CH:10]=1)[C:23]([O:25][CH3:26])=[O:24], predict the reactants needed to synthesize it. (2) The reactants are: [Br:1][C:2]1[CH:3]=[N:4][CH:5]=[C:6]([CH:9]=1)[CH:7]=[O:8].C([O-])([O-])=O.[K+].[K+].CC1C=CC(S([CH2:26][N+:27]#[C-:28])(=O)=O)=CC=1. Given the product [Br:1][C:2]1[CH:9]=[C:6]([C:7]2[O:8][CH:28]=[N:27][CH:26]=2)[CH:5]=[N:4][CH:3]=1, predict the reactants needed to synthesize it. (3) Given the product [CH3:35][S:36]([N:19]1[CH2:18][C@@H:17]2[CH2:22][C@H:20]1[CH2:21][N:16]2[CH2:15][C:14]1[CH:13]=[CH:12][C:11]([CH2:10][C:2]2[S:1][C:5]3[CH:6]=[CH:7][CH:8]=[CH:9][C:4]=3[N:3]=2)=[CH:27][CH:26]=1)(=[O:38])=[O:37], predict the reactants needed to synthesize it. The reactants are: [S:1]1[C:5]2[CH:6]=[CH:7][CH:8]=[CH:9][C:4]=2[N:3]=[C:2]1[CH2:10][C:11]1[CH:27]=[CH:26][C:14]([CH2:15][N:16]2[CH2:21][CH:20]3[CH2:22][CH:17]2[CH2:18][N:19]3C(=O)C)=[CH:13][CH:12]=1.CCN(CC)CC.[CH3:35][S:36](Cl)(=[O:38])=[O:37]. (4) The reactants are: [NH:1]=[C:2]([C:16]1[CH:21]=[CH:20][C:19]([N+:22]([O-:24])=[O:23])=[C:18]([CH3:25])[CH:17]=1)/[CH:3]=[C:4](/[C:6]1[CH:11]=[CH:10][CH:9]=[CH:8][C:7]=1[O:12][CH2:13][CH2:14][CH3:15])\[NH2:5].N[C:27](N)=[O:28].Cl. Given the product [CH3:25][C:18]1[CH:17]=[C:16]([C:2]2[CH:3]=[C:4]([C:6]3[CH:11]=[CH:10][CH:9]=[CH:8][C:7]=3[O:12][CH2:13][CH2:14][CH3:15])[NH:5][C:27](=[O:28])[N:1]=2)[CH:21]=[CH:20][C:19]=1[N+:22]([O-:24])=[O:23], predict the reactants needed to synthesize it.